The task is: Predict which catalyst facilitates the given reaction.. This data is from Catalyst prediction with 721,799 reactions and 888 catalyst types from USPTO. (1) Reactant: [Cl:1][C:2]1[CH:3]=[C:4]([CH:8]=[C:9]([N+:11]([O-:13])=[O:12])[CH:10]=1)[C:5](O)=[O:6].CO. Product: [Cl:1][C:2]1[CH:3]=[C:4]([CH2:5][OH:6])[CH:8]=[C:9]([N+:11]([O-:13])=[O:12])[CH:10]=1. The catalyst class is: 56. (2) Reactant: [CH2:1]([C:3]1[CH:8]=[CH:7][C:6]([NH:9][S:10]([C:13]2[CH:18]=[CH:17][CH:16]=[CH:15][CH:14]=2)(=[O:12])=[O:11])=[CH:5][C:4]=1[NH:19][C:20]([CH2:22][C:23]1[CH:30]=[CH:29][C:26]([C:27]#[N:28])=[CH:25][CH:24]=1)=[O:21])[CH3:2].C(O)C.Cl.C(=O)([O-])[O-].[NH4+:39].[NH4+]. Product: [CH2:1]([C:3]1[CH:8]=[CH:7][C:6]([NH:9][S:10]([C:13]2[CH:14]=[CH:15][CH:16]=[CH:17][CH:18]=2)(=[O:12])=[O:11])=[CH:5][C:4]=1[NH:19][C:20]([CH2:22][C:23]1[CH:24]=[CH:25][C:26]([C:27]([NH2:39])=[NH:28])=[CH:29][CH:30]=1)=[O:21])[CH3:2]. The catalyst class is: 98. (3) Reactant: [I:1][C:2]1[C:10]2[O:9][CH:8]=[CH:7][C:6]=2[CH:5]=[C:4]([N+:11]([O-])=O)[CH:3]=1.CO.O1CCOCC1.[Cl-].[NH4+]. Product: [I:1][C:2]1[C:10]2[O:9][CH:8]=[CH:7][C:6]=2[CH:5]=[C:4]([NH2:11])[CH:3]=1. The catalyst class is: 693. (4) Reactant: Cl.Cl[CH2:3][C:4]([N:6]1[C:14]2[C:9](=[N:10][CH:11]=[C:12]([CH2:15][C:16]3[CH:21]=[CH:20][C:19]([F:22])=[CH:18][CH:17]=3)[CH:13]=2)[C:8]([CH3:24])([CH3:23])[CH2:7]1)=[O:5].[C:25]([O:29][C:30]([N:32]1[CH2:37][C@H:36]([CH2:38][N:39]2[CH2:44][CH2:43][O:42][CH2:41][C@H:40]2[CH3:45])[NH:35][CH2:34][C@H:33]1[CH3:46])=[O:31])([CH3:28])([CH3:27])[CH3:26].C(=O)([O-])[O-].[K+].[K+].[I-].[K+]. Product: [C:25]([O:29][C:30]([N:32]1[CH2:37][C@H:36]([CH2:38][N:39]2[CH2:44][CH2:43][O:42][CH2:41][C@H:40]2[CH3:45])[N:35]([CH2:3][C:4]([N:6]2[C:14]3[C:9](=[N:10][CH:11]=[C:12]([CH2:15][C:16]4[CH:21]=[CH:20][C:19]([F:22])=[CH:18][CH:17]=4)[CH:13]=3)[C:8]([CH3:24])([CH3:23])[CH2:7]2)=[O:5])[CH2:34][C@H:33]1[CH3:46])=[O:31])([CH3:28])([CH3:26])[CH3:27]. The catalyst class is: 47. (5) Reactant: [CH3:1][N:2]1[CH:6]=[CH:5][C:4]([C:7]([OH:9])=O)=[N:3]1.O1CCCC1.S(Cl)(Cl)=O.[NH2:19][C:20]1[CH:21]=[C:22]([CH:39]=[CH:40][C:41]=1[CH3:42])[O:23][C:24]1[CH:25]=[CH:26][C:27]2[N:28]([N:30]=[C:31]([NH:33][C:34]([CH:36]3[CH2:38][CH2:37]3)=[O:35])[N:32]=2)[CH:29]=1. Product: [CH:36]1([C:34]([NH:33][C:31]2[N:32]=[C:27]3[CH:26]=[CH:25][C:24]([O:23][C:22]4[CH:39]=[CH:40][C:41]([CH3:42])=[C:20]([NH:19][C:7]([C:4]5[CH:5]=[CH:6][N:2]([CH3:1])[N:3]=5)=[O:9])[CH:21]=4)=[CH:29][N:28]3[N:30]=2)=[O:35])[CH2:37][CH2:38]1. The catalyst class is: 402. (6) Reactant: FC(F)(F)C(O)=O.C([O:12][C:13]([CH2:15][C@@H:16]([C:30]([NH:32][C:33]1[CH:38]=[CH:37][C:36]([CH:39]([C:71]2[CH:76]=[CH:75][C:74]([NH:77][C:78](=[O:101])[C@H:79]([CH2:93][C:94]([O:96]C(C)(C)C)=[O:95])[NH:80][C:81](=[O:92])[CH2:82][C:83]3[C:91]4[C:86](=[CH:87][CH:88]=[CH:89][CH:90]=4)[NH:85][CH:84]=3)=[CH:73][CH:72]=2)[C:40]2[CH:45]=[CH:44][C:43]([NH:46][C:47](=[O:70])[C@H:48]([CH2:62][C:63]([O:65]C(C)(C)C)=[O:64])[NH:49][C:50](=[O:61])[CH2:51][C:52]3[C:60]4[C:55](=[CH:56][CH:57]=[CH:58][CH:59]=4)[NH:54][CH:53]=3)=[CH:42][CH:41]=2)=[CH:35][CH:34]=1)=[O:31])[NH:17][C:18](=[O:29])[CH2:19][C:20]1[C:28]2[C:23](=[CH:24][CH:25]=[CH:26][CH:27]=2)[NH:22][CH:21]=1)=[O:14])(C)(C)C. Product: [NH:22]1[C:23]2[C:28](=[CH:27][CH:26]=[CH:25][CH:24]=2)[C:20]([CH2:19][C:18]([NH:17][C@H:16]([C:30]([NH:32][C:33]2[CH:34]=[CH:35][C:36]([CH:39]([C:71]3[CH:72]=[CH:73][C:74]([NH:77][C:78](=[O:101])[C@H:79]([CH2:93][C:94](=[O:95])[OH:96])[NH:80][C:81](=[O:92])[CH2:82][C:83]4[C:91]5[C:86](=[CH:87][CH:88]=[CH:89][CH:90]=5)[NH:85][CH:84]=4)=[CH:75][CH:76]=3)[C:40]3[CH:45]=[CH:44][C:43]([NH:46][C:47](=[O:70])[C@H:48]([CH2:62][C:63](=[O:64])[OH:65])[NH:49][C:50](=[O:61])[CH2:51][C:52]4[C:60]5[C:55](=[CH:56][CH:57]=[CH:58][CH:59]=5)[NH:54][CH:53]=4)=[CH:42][CH:41]=3)=[CH:37][CH:38]=2)=[O:31])[CH2:15][C:13](=[O:12])[OH:14])=[O:29])=[CH:21]1. The catalyst class is: 5. (7) Reactant: [CH2:1]([O:8][C:9]([NH:11][CH:12]([CH2:23][CH:24]([CH3:26])[CH3:25])[C:13]([O:15]N1C(=O)CCC1=O)=O)=[O:10])[C:2]1[CH:7]=[CH:6][CH:5]=[CH:4][CH:3]=1.Cl.[NH2:28][CH2:29][C:30]#[N:31].C(N(CC)CC)C.CN(C=O)C. The catalyst class is: 10. Product: [C:29]([CH2:30][NH:31][C:13]([C@@H:12]([NH:11][C:9](=[O:10])[O:8][CH2:1][C:2]1[CH:3]=[CH:4][CH:5]=[CH:6][CH:7]=1)[CH2:23][CH:24]([CH3:25])[CH3:26])=[O:15])#[N:28].